This data is from Catalyst prediction with 721,799 reactions and 888 catalyst types from USPTO. The task is: Predict which catalyst facilitates the given reaction. (1) Reactant: [CH3:1][C:2]1([CH3:10])[O:7][C:6](=[O:8])[CH:5]=[C:4]([CH3:9])[O:3]1.[Li+].C[Si]([N-][Si](C)(C)C)(C)C.[C:21]([O:24][CH2:25][C:26](Cl)=[O:27])(=[O:23])[CH3:22]. Product: [C:21]([O:24][CH2:25][C:26](=[O:27])[CH2:9][C:4]1[O:3][C:2]([CH3:10])([CH3:1])[O:7][C:6](=[O:8])[CH:5]=1)(=[O:23])[CH3:22]. The catalyst class is: 1. (2) Reactant: C[O:2][CH:3](OC)[CH:4]1[S:8][C:7]([C:9]2[NH:10][C:11]3[C:16]([CH:17]=2)=[CH:15][CH:14]=[CH:13][C:12]=3[N:18]([CH3:27])[S:19]([C:22]2[S:23][CH:24]=[CH:25][CH:26]=2)(=[O:21])=[O:20])=[N:6][CH2:5]1.FC(F)(F)C(O)=O.S(=O)(=O)(O)O.C(=O)([O-])O.[Na+]. Product: [CH:3]([CH:4]1[S:8][C:7]([C:9]2[NH:10][C:11]3[C:16]([CH:17]=2)=[CH:15][CH:14]=[CH:13][C:12]=3[N:18]([CH3:27])[S:19]([C:22]2[S:23][CH:24]=[CH:25][CH:26]=2)(=[O:21])=[O:20])=[N:6][CH2:5]1)=[O:2]. The catalyst class is: 6. (3) Reactant: [NH2:1][C:2]1[CH:3]=[C:4]2[C:9](=[C:10]([C:12]([F:15])([F:14])[F:13])[CH:11]=1)[N:8]=[CH:7][C:6]([C:16]#[N:17])=[C:5]2[NH:18][C:19]1[CH:24]=[CH:23][C:22]([F:25])=[C:21]([Cl:26])[CH:20]=1.[CH3:27][N:28]1[CH:32]=[CH:31][N:30]=[C:29]1[CH:33]=O.[BH3-]C#N.[Na+]. Product: [Cl:26][C:21]1[CH:20]=[C:19]([NH:18][C:5]2[C:4]3[C:9](=[C:10]([C:12]([F:13])([F:14])[F:15])[CH:11]=[C:2]([NH:1][CH2:33][C:29]4[N:28]([CH3:27])[CH:32]=[CH:31][N:30]=4)[CH:3]=3)[N:8]=[CH:7][C:6]=2[C:16]#[N:17])[CH:24]=[CH:23][C:22]=1[F:25]. The catalyst class is: 14. (4) Reactant: [CH3:1][N:2]1[CH:6]=[C:5]([C:7]2[C:11]([CH3:12])=[C:10]([NH:13][C:14](=[O:22])OC3C=CC=CC=3)[N:9]([C:23]3[CH:28]=[CH:27][CH:26]=[CH:25][CH:24]=3)[N:8]=2)[CH:4]=[N:3]1.[CH3:29][O:30][CH2:31][C:32]1[CH:37]=[CH:36][C:35]([C:38]2[CH:43]=[CH:42][CH:41]=[CH:40][CH:39]=2)=[C:34]([CH2:44][NH2:45])[CH:33]=1.C(N(C(C)C)C(C)C)C. Product: [CH3:1][N:2]1[CH:6]=[C:5]([C:7]2[C:11]([CH3:12])=[C:10]([NH:13][C:14]([NH:45][CH2:44][C:34]3[CH:33]=[C:32]([CH2:31][O:30][CH3:29])[CH:37]=[CH:36][C:35]=3[C:38]3[CH:43]=[CH:42][CH:41]=[CH:40][CH:39]=3)=[O:22])[N:9]([C:23]3[CH:24]=[CH:25][CH:26]=[CH:27][CH:28]=3)[N:8]=2)[CH:4]=[N:3]1. The catalyst class is: 26. (5) Reactant: [CH3:1][C:2]1([C:33]([F:36])([F:35])[F:34])[CH2:7][C:6]([C:8]([N:10]2[C:16]3[CH:17]=[CH:18][CH:19]=[CH:20][C:15]=3[CH2:14][N:13]3[C:21]([C:24](O)=[O:25])=[CH:22][CH:23]=[C:12]3[CH2:11]2)=[O:9])=[CH:5][CH:4]=[C:3]1[C:27]1[CH:32]=[CH:31][CH:30]=[CH:29][CH:28]=1.[C:37]([O:41][C:42]([N:44]1[CH2:49][CH2:48][NH:47][CH2:46][CH2:45]1)=[O:43])([CH3:40])([CH3:39])[CH3:38].O.ON1C2C=CC=CC=2N=N1.Cl.CN(C)CCCN=C=NCC.C(N(CC)C(C)C)(C)C. Product: [CH3:1][C:2]1([C:33]([F:34])([F:36])[F:35])[CH2:7][C:6]([C:8]([N:10]2[C:16]3[CH:17]=[CH:18][CH:19]=[CH:20][C:15]=3[CH2:14][N:13]3[C:21]([C:24]([N:47]4[CH2:46][CH2:45][N:44]([C:42]([O:41][C:37]([CH3:40])([CH3:39])[CH3:38])=[O:43])[CH2:49][CH2:48]4)=[O:25])=[CH:22][CH:23]=[C:12]3[CH2:11]2)=[O:9])=[CH:5][CH:4]=[C:3]1[C:27]1[CH:32]=[CH:31][CH:30]=[CH:29][CH:28]=1. The catalyst class is: 42.